This data is from Full USPTO retrosynthesis dataset with 1.9M reactions from patents (1976-2016). The task is: Predict the reactants needed to synthesize the given product. Given the product [CH3:16][S:13]([C:10]1[CH:11]=[CH:12][C:6]2[CH2:5][O:4][CH:3]([CH2:2][N:17]3[CH2:22][CH2:21][O:20][CH2:19][CH2:18]3)[O:8][C:7]=2[CH:9]=1)(=[O:15])=[O:14], predict the reactants needed to synthesize it. The reactants are: Br[CH2:2][CH:3]1[O:8][C:7]2[CH:9]=[C:10]([S:13]([CH3:16])(=[O:15])=[O:14])[CH:11]=[CH:12][C:6]=2[CH2:5][O:4]1.[NH:17]1[CH2:22][CH2:21][O:20][CH2:19][CH2:18]1.